This data is from Catalyst prediction with 721,799 reactions and 888 catalyst types from USPTO. The task is: Predict which catalyst facilitates the given reaction. (1) Product: [Br:17][C:8]1[C:7]([CH2:14][CH2:15][CH3:16])=[CH:6][C:5]2[C:10](=[CH:11][CH:12]=[C:3]([O:2][CH3:1])[CH:4]=2)[C:9]=1[OH:13]. The catalyst class is: 23. Reactant: [CH3:1][O:2][C:3]1[CH:4]=[C:5]2[C:10](=[CH:11][CH:12]=1)[C:9](=[O:13])[CH2:8][CH:7]([CH2:14][CH2:15][CH3:16])[CH2:6]2.[Br:17]Br.C1CCN2C(=NCCC2)CC1. (2) Reactant: [Br:1]N1C(=O)CCC1=O.[CH2:9]([C:11]1[CH:16]=[CH:15][C:14]([OH:17])=[CH:13][CH:12]=1)[CH3:10]. Product: [Br:1][C:13]1[CH:12]=[C:11]([CH2:9][CH3:10])[CH:16]=[CH:15][C:14]=1[OH:17]. The catalyst class is: 10. (3) Reactant: [Cl:1][C:2]1[C:3]([N+:17]([O-:19])=[O:18])=[CH:4][C:5]2[O:10][CH2:9][C:8](=[O:11])[N:7]([CH2:12][CH2:13][CH2:14]Cl)[C:6]=2[CH:16]=1.C([O-])([O-])=O.[K+].[K+].[Na+].[I-].[CH2:28]([CH:32]1[CH2:37][CH2:36][NH:35][CH2:34][CH2:33]1)[CH2:29][CH2:30][CH3:31]. Product: [CH2:28]([CH:32]1[CH2:37][CH2:36][N:35]([CH2:14][CH2:13][CH2:12][N:7]2[C:6]3[CH:16]=[C:2]([Cl:1])[C:3]([N+:17]([O-:19])=[O:18])=[CH:4][C:5]=3[O:10][CH2:9][C:8]2=[O:11])[CH2:34][CH2:33]1)[CH2:29][CH2:30][CH3:31]. The catalyst class is: 243. (4) Reactant: [C:1]([N:4]1[CH2:9][CH2:8][C:7](=[O:10])[CH2:6][CH2:5]1)(=[O:3])[CH3:2].[Si](OS(C(F)(F)F)(=O)=O)(C)(C)C.[CH:23](O)([C:30]1[CH:35]=[CH:34][CH:33]=[CH:32][CH:31]=1)[C:24]1[CH:29]=[CH:28][CH:27]=[CH:26][CH:25]=1.C([O-])(=O)C.[Na+]. Product: [C:1]([N:4]1[CH2:9][CH2:8][C:7](=[O:10])[CH:6]([CH:23]([C:24]2[CH:29]=[CH:28][CH:27]=[CH:26][CH:25]=2)[C:30]2[CH:35]=[CH:34][CH:33]=[CH:32][CH:31]=2)[CH2:5]1)(=[O:3])[CH3:2]. The catalyst class is: 46. (5) Reactant: [CH3:1][N:2]1[CH2:7][CH2:6][N:5]([C:8]2[CH:13]=[CH:12][C:11]([N:14]3[CH2:19][CH2:18][CH2:17][CH2:16][CH2:15]3)=[C:10]([N+:20]([O-])=O)[CH:9]=2)[CH2:4][CH2:3]1.[C:23]([C:25]1[O:29][C:28]([C:30](O)=[O:31])=[CH:27][CH:26]=1)#[N:24].C(Cl)(=O)C(Cl)=O.CCN(C(C)C)C(C)C. Product: [CH3:1][N:2]1[CH2:7][CH2:6][N:5]([C:8]2[CH:13]=[CH:12][C:11]([N:14]3[CH2:19][CH2:18][CH2:17][CH2:16][CH2:15]3)=[C:10]([NH:20][C:30]([C:28]3[O:29][C:25]([C:23]#[N:24])=[CH:26][CH:27]=3)=[O:31])[CH:9]=2)[CH2:4][CH2:3]1. The catalyst class is: 45.